Dataset: Catalyst prediction with 721,799 reactions and 888 catalyst types from USPTO. Task: Predict which catalyst facilitates the given reaction. (1) Reactant: COC1C=C(OC)C=CC=1C[N:6]([CH2:37][CH2:38][CH2:39][N:40]([CH3:42])[CH3:41])[C:7]([C:9]1[CH:14]=[CH:13][CH:12]=[CH:11][C:10]=1[S:15]([NH:18][C:19]1[C:28]([C:29]([O:31]C(C)(C)C)=[O:30])=[C:27]2[C:22]([CH:23]3[CH2:36][CH:24]3[CH2:25][O:26]2)=[CH:21][CH:20]=1)(=[O:17])=[O:16])=[O:8]. Product: [CH3:42][N:40]([CH3:41])[CH2:39][CH2:38][CH2:37][NH:6][C:7]([C:9]1[CH:14]=[CH:13][CH:12]=[CH:11][C:10]=1[S:15]([NH:18][C:19]1[C:28]([C:29]([OH:31])=[O:30])=[C:27]2[C:22]([CH:23]3[CH2:36][CH:24]3[CH2:25][O:26]2)=[CH:21][CH:20]=1)(=[O:17])=[O:16])=[O:8]. The catalyst class is: 55. (2) Reactant: [Br:1][C:2]1[N:7]=[C:6]([CH2:8][OH:9])[CH:5]=[CH:4][CH:3]=1.N1C=CN=C1.[C:15]([Si:19]([CH3:22])([CH3:21])Cl)([CH3:18])([CH3:17])[CH3:16]. Product: [Br:1][C:2]1[CH:3]=[CH:4][CH:5]=[C:6]([CH2:8][O:9][Si:19]([C:15]([CH3:18])([CH3:17])[CH3:16])([CH3:22])[CH3:21])[N:7]=1. The catalyst class is: 3. (3) Reactant: C([O:3][C:4](=O)[CH2:5][CH:6]1[S:10][C:9]([C:11]2[NH:12][C:13]3[C:18]([CH:19]=2)=[CH:17][C:16]([O:20][CH2:21][CH2:22][O:23][CH3:24])=[CH:15][C:14]=3[N:25]([CH3:34])[S:26]([C:29]2[S:30][CH:31]=[CH:32][CH:33]=2)(=[O:28])=[O:27])=[N:8][CH2:7]1)C.O1CCCC1.CO.[BH4-].[Li+]. Product: [OH:3][CH2:4][CH2:5][CH:6]1[S:10][C:9]([C:11]2[NH:12][C:13]3[C:18]([CH:19]=2)=[CH:17][C:16]([O:20][CH2:21][CH2:22][O:23][CH3:24])=[CH:15][C:14]=3[N:25]([CH3:34])[S:26]([C:29]2[S:30][CH:31]=[CH:32][CH:33]=2)(=[O:27])=[O:28])=[N:8][CH2:7]1. The catalyst class is: 6. (4) Reactant: [C:1]([NH:7][C:8]1[CH:38]=[CH:37][C:11]([C:12]([C:14]2[CH:23]=[C:22]3[C:17]([N:18]=[CH:19][C:20]([C:24]4[CH2:29][CH2:28][N:27]([C:30]([O:32][C:33]([CH3:36])([CH3:35])[CH3:34])=[O:31])[CH2:26][CH:25]=4)=[N:21]3)=[CH:16][CH:15]=2)=[O:13])=[CH:10][CH:9]=1)(=[O:6])[C:2]([CH3:5])([CH3:4])[CH3:3]. Product: [OH:13][CH:12]([C:11]1[CH:37]=[CH:38][C:8]([NH:7][C:1](=[O:6])[C:2]([CH3:5])([CH3:4])[CH3:3])=[CH:9][CH:10]=1)[C:14]1[CH:23]=[C:22]2[C:17]([N:18]=[CH:19][C:20]([CH:24]3[CH2:29][CH2:28][N:27]([C:30]([O:32][C:33]([CH3:36])([CH3:35])[CH3:34])=[O:31])[CH2:26][CH2:25]3)=[N:21]2)=[CH:16][CH:15]=1. The catalyst class is: 403. (5) Reactant: [NH2:1][C@H:2]([CH2:22][C:23]1[CH:28]=[C:27]([F:29])[C:26]([F:30])=[CH:25][C:24]=1[F:31])[CH2:3][C:4]([N:6]1[CH2:11][CH2:10][N:9]2[C:12]([C:18]([F:21])([F:20])[F:19])=[N:13][C:14]([C:15]([OH:17])=[O:16])=[C:8]2[CH2:7]1)=[O:5].[OH-].[K+:33]. Product: [NH2:1][C@H:2]([CH2:22][C:23]1[CH:28]=[C:27]([F:29])[C:26]([F:30])=[CH:25][C:24]=1[F:31])[CH2:3][C:4]([N:6]1[CH2:11][CH2:10][N:9]2[C:12]([C:18]([F:21])([F:19])[F:20])=[N:13][C:14]([C:15]([O-:17])=[O:16])=[C:8]2[CH2:7]1)=[O:5].[K+:33]. The catalyst class is: 5. (6) Reactant: CCN=C=NCCCN(C)C.Cl.[Br:13][C:14]1[CH:22]=[C:18]([C:19]([OH:21])=O)[C:17]([OH:23])=[CH:16][CH:15]=1.[NH2:24][CH:25]1[CH2:33][C:32]2[C:27](=[CH:28][CH:29]=[C:30]([C:34]([N:36]3[CH2:41][CH2:40][O:39][CH2:38][CH2:37]3)=[O:35])[CH:31]=2)[CH2:26]1.C(N(CC)CC)C. Product: [Br:13][C:14]1[CH:15]=[CH:16][C:17]([OH:23])=[C:18]([CH:22]=1)[C:19]([NH:24][CH:25]1[CH2:33][C:32]2[C:27](=[CH:28][CH:29]=[C:30]([C:34]([N:36]3[CH2:37][CH2:38][O:39][CH2:40][CH2:41]3)=[O:35])[CH:31]=2)[CH2:26]1)=[O:21]. The catalyst class is: 96. (7) Reactant: C(O[CH:5]([C:12]1[CH:13]=[C:14]2[C:18](=[CH:19][CH:20]=1)[NH:17][N:16]=[CH:15]2)[C:6]1[CH:11]=[CH:10][CH:9]=[CH:8][CH:7]=1)(=O)C.[CH3:21][O:22][C:23]([O:31][Si](C)(C)C)=[CH:24][C:25]1[CH:30]=[CH:29][CH:28]=[CH:27][CH:26]=1. Product: [NH:17]1[C:18]2[C:14](=[CH:13][C:12]([CH:5]([C:6]3[CH:7]=[CH:8][CH:9]=[CH:10][CH:11]=3)[CH:24]([C:25]3[CH:30]=[CH:29][CH:28]=[CH:27][CH:26]=3)[C:23]([O:22][CH3:21])=[O:31])=[CH:20][CH:19]=2)[CH:15]=[N:16]1. The catalyst class is: 388. (8) The catalyst class is: 19. Reactant: [C:1]([O:5][C:6](=[O:43])[CH2:7][CH:8]1[CH2:13][CH:12]([CH:14]=[CH:15][C:16]2[N:17]([C:34]3[CH:39]=[CH:38][C:37]([F:40])=[CH:36][CH:35]=3)[N:18]=[C:19]([C:24](=[O:33])[NH:25][CH2:26][C:27]3[CH:32]=[CH:31][CH:30]=[CH:29][CH:28]=3)[C:20]=2[CH:21]([CH3:23])[CH3:22])[O:11]C(C)(C)[O:9]1)([CH3:4])([CH3:3])[CH3:2].Cl.CCOC(C)=O.C(OC(=O)CC(O)CC(O)C=CC1N(C2C=CC(F)=CC=2)N=C(C(=O)NCC2C=CC=CC=2)C=1C(C)C)(C)(C)C. Product: [C:1]([O:5][C:6](=[O:43])[CH2:7][C@H:8]([OH:9])[CH2:13][C@H:12]([OH:11])[CH2:14][CH2:15][C:16]1[N:17]([C:34]2[CH:39]=[CH:38][C:37]([F:40])=[CH:36][CH:35]=2)[N:18]=[C:19]([C:24](=[O:33])[NH:25][CH2:26][C:27]2[CH:28]=[CH:29][CH:30]=[CH:31][CH:32]=2)[C:20]=1[CH:21]([CH3:23])[CH3:22])([CH3:3])([CH3:4])[CH3:2]. (9) Reactant: [Cl:1][C:2]1[CH:3]=[C:4]([CH:8]=[CH:9][C:10]=1[O:11][CH:12]([CH3:14])[CH3:13])[C:5]([OH:7])=O.C1C=CC2N(O)N=NC=2C=1.CCN=C=NCCCN(C)C.O[NH:37][C:38]([C:40]1[C:41]2[CH:48]=[CH:47][NH:46][C:42]=2[CH:43]=[N:44][CH:45]=1)=[NH:39].CCCC[N+](CCCC)(CCCC)CCCC.[F-]. Product: [Cl:1][C:2]1[CH:3]=[C:4]([C:5]2[O:7][N:37]=[C:38]([C:40]3[CH:45]=[N:44][CH:43]=[C:42]4[NH:46][CH:47]=[CH:48][C:41]=34)[N:39]=2)[CH:8]=[CH:9][C:10]=1[O:11][CH:12]([CH3:14])[CH3:13]. The catalyst class is: 1.